From a dataset of Peptide-MHC class I binding affinity with 185,985 pairs from IEDB/IMGT. Regression. Given a peptide amino acid sequence and an MHC pseudo amino acid sequence, predict their binding affinity value. This is MHC class I binding data. (1) The peptide sequence is HIMLVSLDTV. The MHC is HLA-A02:01 with pseudo-sequence HLA-A02:01. The binding affinity (normalized) is 0.531. (2) The peptide sequence is KLKSMEAEMI. The MHC is HLA-A02:06 with pseudo-sequence HLA-A02:06. The binding affinity (normalized) is 0.171. (3) The peptide sequence is LLLQNFTAL. The MHC is HLA-A68:02 with pseudo-sequence HLA-A68:02. The binding affinity (normalized) is 0.0311.